This data is from Reaction yield outcomes from USPTO patents with 853,638 reactions. The task is: Predict the reaction yield, written as a fraction of the theoretical maximum amount of product (1.0 means a 100% yield; for example, 0.34 means a 34% yield). (1) The reactants are [Cl:1][C:2]1[CH:3]=[C:4]([NH:9][C:10]2[N:15]=[CH:14][C:13](Br)=[CH:12][N:11]=2)[CH:5]=[CH:6][C:7]=1[Cl:8].[CH3:17][O:18][C:19]1[CH:20]=[C:21]([CH:23]=[CH:24][CH:25]=1)[NH2:22]. No catalyst specified. The product is [Cl:1][C:2]1[CH:3]=[C:4]([NH:9][C:10]2[N:15]=[CH:14][C:13]([NH:22][C:21]3[CH:23]=[CH:24][CH:25]=[C:19]([O:18][CH3:17])[CH:20]=3)=[CH:12][N:11]=2)[CH:5]=[CH:6][C:7]=1[Cl:8]. The yield is 0.190. (2) The reactants are [NH2:1][C:2]1[CH:7]=[CH:6][C:5]([N:8]2[C:12]([CH2:13][CH2:14][CH3:15])=[C:11]([C:16]([NH:18][CH:19]3[CH2:21][CH2:20]3)=[O:17])[N:10]=[N:9]2)=[CH:4][CH:3]=1.N1C=CC=CC=1.[CH3:28][CH:29]([CH3:33])[C:30](Cl)=[O:31]. The catalyst is ClCCl. The product is [CH:19]1([NH:18][C:16]([C:11]2[N:10]=[N:9][N:8]([C:5]3[CH:6]=[CH:7][C:2]([NH:1][C:30](=[O:31])[CH:29]([CH3:33])[CH3:28])=[CH:3][CH:4]=3)[C:12]=2[CH2:13][CH2:14][CH3:15])=[O:17])[CH2:20][CH2:21]1. The yield is 0.600. (3) The reactants are [O:1]1[C:5]2[CH:6]=[CH:7][C:8]([OH:10])=[CH:9][C:4]=2[O:3][CH2:2]1.C([Mg]Cl)(C)C.[CH:16]1([CH2:19][CH2:20][N:21]2[C:29]3[C:24](=[CH:25][CH:26]=[CH:27][CH:28]=3)[C:23](=[O:30])[C:22]2=[O:31])[CH2:18][CH2:17]1. The catalyst is C1COCC1.ClCCl. The product is [CH:16]1([CH2:19][CH2:20][N:21]2[C:29]3[C:24](=[CH:25][CH:26]=[CH:27][CH:28]=3)[C:23]([OH:30])([C:7]3[C:8]([OH:10])=[CH:9][C:4]4[O:3][CH2:2][O:1][C:5]=4[CH:6]=3)[C:22]2=[O:31])[CH2:18][CH2:17]1. The yield is 0.760. (4) The catalyst is CN(C=O)C.CCOC(C)=O. The yield is 0.950. The product is [Br:1][C:2]1[CH:11]=[CH:10][C:5]([C:6]([O:8][CH3:9])=[O:7])=[CH:4][C:3]=1[O:12][CH2:20][CH3:21]. The reactants are [Br:1][C:2]1[CH:11]=[CH:10][C:5]([C:6]([O:8][CH3:9])=[O:7])=[CH:4][C:3]=1[OH:12].C([O-])([O-])=O.[K+].[K+].I[CH2:20][CH3:21]. (5) The reactants are [O:1]=[C:2]1[CH2:7][S:6][C:5]2[CH:8]=[CH:9][C:10]([C:12]([OH:14])=O)=[N:11][C:4]=2[NH:3]1.[CH3:15][O:16][C:17]1[CH:26]=[C:25]2[C:20]([N:21]=[CH:22][C:23]([S:27][CH2:28][CH2:29][N:30]3[CH2:35][CH2:34][CH:33]([NH2:36])[CH2:32][CH2:31]3)=[N:24]2)=[CH:19][CH:18]=1. No catalyst specified. The product is [CH3:15][O:16][C:17]1[CH:26]=[C:25]2[C:20]([N:21]=[CH:22][C:23]([S:27][CH2:28][CH2:29][N:30]3[CH2:31][CH2:32][CH:33]([NH:36][C:12]([C:10]4[CH:9]=[CH:8][C:5]5[S:6][CH2:7][C:2](=[O:1])[NH:3][C:4]=5[N:11]=4)=[O:14])[CH2:34][CH2:35]3)=[N:24]2)=[CH:19][CH:18]=1. The yield is 0.100. (6) The reactants are [N:1]([C:4]([CH3:17])([CH3:16])[CH:5]=[C:6]1[CH2:11][C:10]([CH3:13])([CH3:12])[CH2:9][C:8]([CH3:15])([CH3:14])[CH2:7]1)=[N+]=[N-].[ClH:18].CC1(C)CC(C)(C)CC(=CC(N)C)C1. No catalyst specified. The product is [ClH:18].[CH3:17][C:4]([NH2:1])([CH3:16])[CH:5]=[C:6]1[CH2:7][C:8]([CH3:15])([CH3:14])[CH2:9][C:10]([CH3:13])([CH3:12])[CH2:11]1. The yield is 0.690. (7) The yield is 0.600. The reactants are Br[CH2:2][C:3]([C:5]1[CH:10]=[CH:9][CH:8]=[C:7]([C:11]([F:14])([F:13])[F:12])[CH:6]=1)=[O:4].C(=O)([O-])[O-].[K+].[K+].C(#N)C.[Br:24][C:25]1[CH:32]=[CH:31][CH:30]=[C:29]([OH:33])[C:26]=1[CH:27]=O. The catalyst is O. The product is [Br:24][C:25]1[C:26]2[CH:27]=[C:2]([C:3]([C:5]3[CH:10]=[CH:9][CH:8]=[C:7]([C:11]([F:14])([F:13])[F:12])[CH:6]=3)=[O:4])[O:33][C:29]=2[CH:30]=[CH:31][CH:32]=1. (8) The reactants are C([O:8][C:9]1[CH:45]=[CH:44][C:12]([O:13][C:14]2[CH:43]=[CH:42][C:17]([C:18]([NH:20][CH2:21][C:22](=[O:41])[N:23]3[CH2:28][CH2:27][N:26]([C:29](=[O:40])[C:30]4[CH:35]=[CH:34][CH:33]=[CH:32][C:31]=4[C:36]([F:39])([F:38])[F:37])[CH2:25][CH2:24]3)=[O:19])=[CH:16][CH:15]=2)=[CH:11][CH:10]=1)C1C=CC=CC=1.CCCCCC. The catalyst is [Pd].CO. The product is [OH:8][C:9]1[CH:45]=[CH:44][C:12]([O:13][C:14]2[CH:15]=[CH:16][C:17]([C:18]([NH:20][CH2:21][C:22](=[O:41])[N:23]3[CH2:24][CH2:25][N:26]([C:29](=[O:40])[C:30]4[CH:35]=[CH:34][CH:33]=[CH:32][C:31]=4[C:36]([F:39])([F:38])[F:37])[CH2:27][CH2:28]3)=[O:19])=[CH:42][CH:43]=2)=[CH:11][CH:10]=1. The yield is 0.480. (9) The reactants are C(OC([NH:8][C:9]1[CH2:10][C:11]([C:31](=[O:47])[N:32]([CH2:36][CH2:37][CH2:38][O:39][Si](C(C)(C)C)(C)C)[CH2:33][CH2:34][CH3:35])=[CH:12][C:13]2[CH:19]=[CH:18][C:17]([C:20]3[CH:30]=[CH:29][C:23]([C:24]([O:26][CH2:27][CH3:28])=[O:25])=[CH:22][CH:21]=3)=[CH:16][C:14]=2[N:15]=1)=O)(C)(C)C. The catalyst is ClCCl.C(O)(C(F)(F)F)=O. The product is [NH2:8][C:9]1[CH2:10][C:11]([C:31](=[O:47])[N:32]([CH2:36][CH2:37][CH2:38][OH:39])[CH2:33][CH2:34][CH3:35])=[CH:12][C:13]2[CH:19]=[CH:18][C:17]([C:20]3[CH:30]=[CH:29][C:23]([C:24]([O:26][CH2:27][CH3:28])=[O:25])=[CH:22][CH:21]=3)=[CH:16][C:14]=2[N:15]=1. The yield is 0.350. (10) The reactants are [CH2:1]([O:8][C:9](=[O:12])[CH:10]=[CH2:11])[C:2]1[CH:7]=[CH:6][CH:5]=[CH:4][CH:3]=1.[C:13]([NH:21][NH2:22])(=[O:20])[C:14]1[CH:19]=[CH:18][CH:17]=[CH:16][CH:15]=1. The catalyst is C(O)(C)C. The product is [C:13]([NH:21][NH:22][CH2:11][CH2:10][C:9]([O:8][CH2:1][C:2]1[CH:7]=[CH:6][CH:5]=[CH:4][CH:3]=1)=[O:12])(=[O:20])[C:14]1[CH:19]=[CH:18][CH:17]=[CH:16][CH:15]=1. The yield is 0.500.